Dataset: Full USPTO retrosynthesis dataset with 1.9M reactions from patents (1976-2016). Task: Predict the reactants needed to synthesize the given product. (1) Given the product [CH2:31]([N:28]1[CH:29]=[CH:30][C:25]([C:4]2[CH:5]=[CH:6][C:7]([O:8][C:9]3[CH:14]=[CH:13][N:12]=[C:11]([CH3:15])[CH:10]=3)=[C:2]([F:1])[CH:3]=2)=[C:26]([C:36]#[N:37])[C:27]1=[O:35])[CH2:32][CH2:33][CH3:34], predict the reactants needed to synthesize it. The reactants are: [F:1][C:2]1[CH:3]=[C:4](B(O)O)[CH:5]=[CH:6][C:7]=1[O:8][C:9]1[CH:14]=[CH:13][N:12]=[C:11]([CH3:15])[CH:10]=1.C([O-])(O)=O.[Na+].Br[C:25]1[CH:30]=[CH:29][N:28]([CH2:31][CH2:32][CH2:33][CH3:34])[C:27](=[O:35])[C:26]=1[C:36]#[N:37]. (2) Given the product [CH3:6][O:7][C:8]([C:10]1[CH:11]=[CH:12][C:13]2[C:18](=[N:25][OH:26])[CH2:17][S:16](=[O:21])(=[O:20])[N:15]([CH3:22])[C:14]=2[CH:23]=1)=[O:9], predict the reactants needed to synthesize it. The reactants are: CC([O-])=O.[Na+].[CH3:6][O:7][C:8]([C:10]1[CH:11]=[CH:12][C:13]2[C:18](=O)[CH2:17][S:16](=[O:21])(=[O:20])[N:15]([CH3:22])[C:14]=2[CH:23]=1)=[O:9].Cl.[NH2:25][OH:26].